From a dataset of Reaction yield outcomes from USPTO patents with 853,638 reactions. Predict the reaction yield, written as a fraction of the theoretical maximum amount of product (1.0 means a 100% yield; for example, 0.34 means a 34% yield). The reactants are C[N:2]1[CH2:15][CH2:14][C@@:13]23[C:16]4[C:22]5[CH2:23][C@@H:3]1[C@@H:4]2[CH2:5][CH2:6][C:7]1([C@@H:12]3[O:18][C:17]=4[C:19]([C:24]#[N:25])=[CH:20][CH:21]=5)[O:11][CH2:10][CH2:9][O:8]1.N(C(OC(C)C)=O)=NC(OC(C)C)=O.CC1(C)CC(=O)CC(=O)C1.CO.Cl. The product is [O:8]1[CH2:9][CH2:10][O:11][C:7]21[CH2:6][CH2:5][C@@H:4]1[C@@:13]34[C:16]5[C:22](=[CH:21][CH:20]=[C:19]([C:24]#[N:25])[C:17]=5[O:18][C@@H:12]23)[CH2:23][C@H:3]1[NH:2][CH2:15][CH2:14]4. The catalyst is CN(C)C=O. The yield is 0.810.